From a dataset of Reaction yield outcomes from USPTO patents with 853,638 reactions. Predict the reaction yield, written as a fraction of the theoretical maximum amount of product (1.0 means a 100% yield; for example, 0.34 means a 34% yield). The reactants are [Cl:1][C:2]1[CH:3]=[C:4]([C:8]2[CH:16]=[CH:15][CH:14]=[C:13]3[C:9]=2[CH2:10][C:11](=[O:17])[NH:12]3)[CH:5]=[CH:6][CH:7]=1.[CH2:18]([N:20]([CH2:35][CH3:36])[CH2:21][CH2:22][NH:23][C:24]([C:26]1[C:30]([CH3:31])=[C:29]([CH:32]=O)[NH:28][C:27]=1[CH3:34])=[O:25])[CH3:19]. The catalyst is C(O)C.N1CCCCC1. The product is [CH2:35]([N:20]([CH2:18][CH3:19])[CH2:21][CH2:22][NH:23][C:24]([C:26]1[C:30]([CH3:31])=[C:29]([CH:32]=[C:10]2[C:9]3[C:13](=[CH:14][CH:15]=[CH:16][C:8]=3[C:4]3[CH:5]=[CH:6][CH:7]=[C:2]([Cl:1])[CH:3]=3)[NH:12][C:11]2=[O:17])[NH:28][C:27]=1[CH3:34])=[O:25])[CH3:36]. The yield is 0.590.